Dataset: Catalyst prediction with 721,799 reactions and 888 catalyst types from USPTO. Task: Predict which catalyst facilitates the given reaction. (1) Reactant: [NH2:1][C@@H:2]([C:24]1[CH:29]=[CH:28][C:27]([F:30])=[CH:26][CH:25]=1)[C:3]([NH:5][C@@H:6]1[C:12](=[O:13])[NH:11][C:10]2[CH:14]=[CH:15][CH:16]=[CH:17][C:9]=2[O:8][C@@H:7]1[C:18]1[CH:23]=[CH:22][CH:21]=[CH:20][CH:19]=1)=[O:4].[CH:31]1([CH2:37][C:38](O)=[O:39])[CH2:36][CH2:35][CH2:34][CH2:33][CH2:32]1.C1C=CC2N(O)N=NC=2C=1.CN1CCOCC1.CCN=C=NCCCN(C)C.Cl. Product: [CH:31]1([CH2:37][C:38]([NH:1][C@@H:2]([C:24]2[CH:25]=[CH:26][C:27]([F:30])=[CH:28][CH:29]=2)[C:3]([NH:5][C@@H:6]2[C:12](=[O:13])[NH:11][C:10]3[CH:14]=[CH:15][CH:16]=[CH:17][C:9]=3[O:8][C@@H:7]2[C:18]2[CH:23]=[CH:22][CH:21]=[CH:20][CH:19]=2)=[O:4])=[O:39])[CH2:36][CH2:35][CH2:34][CH2:33][CH2:32]1. The catalyst class is: 2. (2) Reactant: [CH2:1]([O:8][CH2:9][C:10]1([CH3:20])[CH2:19][CH2:18][CH2:17][C:12]2(OCC[O:13]2)[CH2:11]1)[C:2]1[CH:7]=[CH:6][CH:5]=[CH:4][CH:3]=1.CC(C)=O.C1(C)C=CC(S([O-])(=O)=O)=CC=1.[NH+]1C=CC=CC=1. Product: [CH2:1]([O:8][CH2:9][C:10]1([CH3:20])[CH2:19][CH2:18][CH2:17][C:12](=[O:13])[CH2:11]1)[C:2]1[CH:7]=[CH:6][CH:5]=[CH:4][CH:3]=1. The catalyst class is: 69. (3) Reactant: N[C:2]1([CH:30]2[C:35](=[O:36])[N:34]3[C:37]4[CH:43]=[CH:42][CH:41]=[CH:40][C:38]=4[NH:39][C:33]3=[N:32][C:31]2=[O:44])[C:10]2[N:9]=[C:8]3[CH:11]=[CH:12][CH:13]=[CH:14][C:7]3=[N:6][C:5]=2[C:4](=[C:15]2[C:20](=[O:21])[N:19]3[C:22]4[CH:28]=[CH:27][CH:26]=[CH:25][C:23]=4[NH:24][C:18]3=[N:17][C:16]2=[O:29])[NH:3]1.O. Product: [O:44]=[C:31]1[C:30](=[C:2]2[C:10]3[N:9]=[C:8]4[CH:11]=[CH:12][CH:13]=[CH:14][C:7]4=[N:6][C:5]=3[C:4](=[C:15]3[C:20](=[O:21])[N:19]4[C:22]5[CH:28]=[CH:27][CH:26]=[CH:25][C:23]=5[NH:24][C:18]4=[N:17][C:16]3=[O:29])[NH:3]2)[C:35](=[O:36])[N:34]2[C:37]3[CH:43]=[CH:42][CH:41]=[CH:40][C:38]=3[NH:39][C:33]2=[N:32]1. The catalyst class is: 65. (4) Reactant: [Cl:1][C:2]([Cl:35])([Cl:34])[CH2:3][O:4][C:5](=[O:33])[NH:6][C:7]1[CH:12]=[CH:11][C:10]([O:13][C:14]2[CH:19]=[CH:18][C:17]([C:20](=[O:29])[NH:21][C:22]3[CH:27]=[CH:26][C:25]([Br:28])=[CH:24][CH:23]=3)=[CH:16][C:15]=2[N+:30]([O-])=O)=[CH:9][CH:8]=1.[Cl-].[NH4+].O1CCCC1.O. Product: [Cl:35][C:2]([Cl:1])([Cl:34])[CH2:3][O:4][C:5](=[O:33])[NH:6][C:7]1[CH:8]=[CH:9][C:10]([O:13][C:14]2[CH:19]=[CH:18][C:17]([C:20](=[O:29])[NH:21][C:22]3[CH:27]=[CH:26][C:25]([Br:28])=[CH:24][CH:23]=3)=[CH:16][C:15]=2[NH2:30])=[CH:11][CH:12]=1. The catalyst class is: 186. (5) Reactant: [N:1]1[CH:6]=[CH:5][CH:4]=[C:3]([CH2:7][NH:8][C:9]([NH:11][C:12]2[CH:17]=[CH:16][C:15]([N:18]3[C:26]4[C:21](=[CH:22][CH:23]=[CH:24][CH:25]=4)[C:20](C(O)=O)=[N:19]3)=[CH:14][CH:13]=2)=[O:10])[CH:2]=1.C([N:32](CC)CC)C.C1(P(N=[N+]=[N-])(C2C=CC=CC=2)=O)C=CC=CC=1.O. Product: [NH2:32][C:20]1[C:21]2[C:26](=[CH:25][CH:24]=[CH:23][CH:22]=2)[N:18]([C:15]2[CH:16]=[CH:17][C:12]([NH:11][C:9]([NH:8][CH2:7][C:3]3[CH:2]=[N:1][CH:6]=[CH:5][CH:4]=3)=[O:10])=[CH:13][CH:14]=2)[N:19]=1. The catalyst class is: 3. (6) Reactant: [N+:1]([C:4]1[CH:5]=[C:6]([CH2:28]O)[CH:7]=[CH:8][C:9]=1[C:10]1[S:11][C:12]2[C:17]([N:18]=1)=[CH:16][CH:15]=[C:14]([C:19]1([C:22]3[CH:27]=[CH:26][CH:25]=[CH:24][CH:23]=3)[CH2:21][CH2:20]1)[N:13]=2)([O-:3])=[O:2].C1(P(C2C=CC=CC=2)C2C=CC=CC=2)C=CC=CC=1.C(Br)(Br)(Br)[Br:50]. Product: [Br:50][CH2:28][C:6]1[CH:7]=[CH:8][C:9]([C:10]2[S:11][C:12]3[C:17]([N:18]=2)=[CH:16][CH:15]=[C:14]([C:19]2([C:22]4[CH:27]=[CH:26][CH:25]=[CH:24][CH:23]=4)[CH2:20][CH2:21]2)[N:13]=3)=[C:4]([N+:1]([O-:3])=[O:2])[CH:5]=1. The catalyst class is: 2. (7) Reactant: C([N:8]([C:13]1[CH:18]=[CH:17][CH:16]=[C:15]([C@@H:19]([O:32][Si:33]([CH2:38][CH3:39])([CH2:36][CH3:37])[CH2:34][CH3:35])[CH2:20][N:21](CC2C=CC=CC=2)[CH2:22][CH2:23][OH:24])[CH:14]=1)[S:9]([CH3:12])(=[O:11])=[O:10])C1C=CC=CC=1.CO.O. Product: [OH:24][CH2:23][CH2:22][NH:21][CH2:20][C@@H:19]([C:15]1[CH:14]=[C:13]([NH:8][S:9]([CH3:12])(=[O:10])=[O:11])[CH:18]=[CH:17][CH:16]=1)[O:32][Si:33]([CH2:34][CH3:35])([CH2:36][CH3:37])[CH2:38][CH3:39]. The catalyst class is: 833.